From a dataset of Full USPTO retrosynthesis dataset with 1.9M reactions from patents (1976-2016). Predict the reactants needed to synthesize the given product. (1) Given the product [Br:15][C:16]1[CH:28]=[C:27]2[C:19]([C:20]3[CH:21]=[C:22]([C:29]([O:31][CH2:32][CH3:33])=[O:30])[CH:23]=[CH:24][C:25]=3[NH:26]2)=[C:18]([C:34](=[O:36])[NH2:35])[CH:17]=1, predict the reactants needed to synthesize it. The reactants are: C(C1C(=O)C(Cl)=C(Cl)C(=O)C=1C#N)#N.[Br:15][C:16]1[CH:28]=[C:27]2[C:19]([C:20]3[CH2:21][CH:22]([C:29]([O:31][CH2:32][CH3:33])=[O:30])[CH2:23][CH2:24][C:25]=3[NH:26]2)=[C:18]([C:34](=[O:36])[NH2:35])[CH:17]=1. (2) Given the product [N+:11]([C:14]1[CH:19]=[C:18]([C:2]2[C:3]3[CH:10]=[CH:9][NH:8][C:4]=3[N:5]=[CH:6][N:7]=2)[CH:17]=[CH:16][CH:15]=1)([O-:13])=[O:12], predict the reactants needed to synthesize it. The reactants are: Cl[C:2]1[C:3]2[CH:10]=[CH:9][NH:8][C:4]=2[N:5]=[CH:6][N:7]=1.[N+:11]([C:14]1[CH:15]=[C:16](B(O)O)[CH:17]=[CH:18][CH:19]=1)([O-:13])=[O:12].C(=O)([O-])[O-].[Na+].[Na+].CCOC(C)=O. (3) Given the product [N:21]1([CH2:20][CH2:19][O:18][C:11]2[C:12]3[C:17](=[CH:16][CH:15]=[CH:14][CH:13]=3)[C:8]([NH:7][C:5]([C:4]3[CH:3]=[C:2]([C:32]4[CH:33]=[C:34]([CH3:37])[CH:35]=[CH:36][C:31]=4[CH3:30])[CH:29]=[CH:28][CH:27]=3)=[O:6])=[CH:9][CH:10]=2)[CH2:26][CH2:25][O:24][CH2:23][CH2:22]1, predict the reactants needed to synthesize it. The reactants are: Br[C:2]1[CH:3]=[C:4]([CH:27]=[CH:28][CH:29]=1)[C:5]([NH:7][C:8]1[C:17]2[C:12](=[CH:13][CH:14]=[CH:15][CH:16]=2)[C:11]([O:18][CH2:19][CH2:20][N:21]2[CH2:26][CH2:25][O:24][CH2:23][CH2:22]2)=[CH:10][CH:9]=1)=[O:6].[CH3:30][C:31]1[CH:36]=[CH:35][C:34]([CH3:37])=[CH:33][C:32]=1B(O)O. (4) Given the product [Br:8][C:6]1[CH:7]=[C:24]([N:23]([CH3:26])[CH3:22])[C:3]([O:12][CH3:13])=[C:4]([C:9](=[O:11])[CH3:10])[CH:5]=1, predict the reactants needed to synthesize it. The reactants are: NC1[C:3]([O:12][CH3:13])=[C:4]([C:9](=[O:11])[CH3:10])[CH:5]=[C:6]([Br:8])[CH:7]=1.IC.C(=O)([O-])[O-].[K+].[K+].[CH3:22][N:23]([CH3:26])[CH:24]=O. (5) Given the product [Br:45][C:39]1[CH:40]=[C:41]([N+:42]([O-:44])=[O:43])[C:36]2[N:35]=[C:29]([C:26]3[CH:25]=[CH:24][C:23]4[CH:22]=[C:21]5[C:16](=[O:15])[NH:17][CH2:18][C:19]6([CH2:34][CH2:33][CH2:32]6)[N:20]5[C:28]=4[CH:27]=3)[O:31][C:37]=2[CH:38]=1, predict the reactants needed to synthesize it. The reactants are: O=P12OP3(OP(OP(O3)(O1)=O)(=O)O2)=O.[O:15]=[C:16]1[C:21]2=[CH:22][C:23]3[CH:24]=[CH:25][C:26]([C:29]([OH:31])=O)=[CH:27][C:28]=3[N:20]2[C:19]2([CH2:34][CH2:33][CH2:32]2)[CH2:18][NH:17]1.[NH2:35][C:36]1[C:41]([N+:42]([O-:44])=[O:43])=[CH:40][C:39]([Br:45])=[CH:38][C:37]=1O. (6) Given the product [Cl:1][C:2]1[CH:22]=[CH:21][C:5]2[N:6]([CH3:20])[C:7](=[O:19])[CH:8]([CH2:32][C:31]3[CH:34]=[CH:35][CH:36]=[CH:37][C:30]=3[Cl:29])[N:9]=[C:10]([C:11]3[CH:12]=[CH:13][C:14]([O:17][CH3:18])=[CH:15][CH:16]=3)[C:4]=2[CH:3]=1, predict the reactants needed to synthesize it. The reactants are: [Cl:1][C:2]1[CH:22]=[CH:21][C:5]2[N:6]([CH3:20])[C:7](=[O:19])[CH2:8][N:9]=[C:10]([C:11]3[CH:16]=[CH:15][C:14]([O:17][CH3:18])=[CH:13][CH:12]=3)[C:4]=2[CH:3]=1.CC(C)([O-])C.[K+].[Cl:29][C:30]1[CH:37]=[CH:36][CH:35]=[CH:34][C:31]=1[CH2:32]Br.C(OCC)(=O)C.